From a dataset of Reaction yield outcomes from USPTO patents with 853,638 reactions. Predict the reaction yield, written as a fraction of the theoretical maximum amount of product (1.0 means a 100% yield; for example, 0.34 means a 34% yield). (1) The reactants are [CH3:1][C:2]1[N:7]([C:8]2[CH:13]=[CH:12][CH:11]=[C:10]([C:14]([F:17])([F:16])[F:15])[CH:9]=2)[C:6](=[O:18])[C:5]([C:19](O)=[O:20])=[CH:4][CH:3]=1.CN(C(ON1N=NC2C=CC=NC1=2)=[N+](C)C)C.F[P-](F)(F)(F)(F)F.C1C=NC2N(O)N=NC=2C=1.CCN(C(C)C)C(C)C.[CH3:65][S:66]([C:69]1[CH:74]=[CH:73][C:72]([O:75][NH2:76])=[CH:71][CH:70]=1)(=[O:68])=[O:67]. The catalyst is CN1C(=O)CCC1. The product is [CH3:1][C:2]1[N:7]([C:8]2[CH:13]=[CH:12][CH:11]=[C:10]([C:14]([F:17])([F:15])[F:16])[CH:9]=2)[C:6](=[O:18])[C:5]([C:19]([NH:76][O:75][C:72]2[CH:71]=[CH:70][C:69]([S:66]([CH3:65])(=[O:68])=[O:67])=[CH:74][CH:73]=2)=[O:20])=[CH:4][CH:3]=1. The yield is 0.400. (2) The reactants are [NH:1]1[CH2:5][CH2:4][CH2:3][CH2:2]1.ClC[C:8]1[CH:38]=[CH:37][C:11]([C:12]([NH:14][C:15]2[S:16][C:17]3[C:23]([C:24]4[N:25]=[C:26]([N:29]5[CH2:34][CH2:33][O:32][CH2:31][CH2:30]5)[S:27][CH:28]=4)=[CH:22][CH:21]=[C:20]([O:35][CH3:36])[C:18]=3[N:19]=2)=[O:13])=[CH:10][CH:9]=1.[CH2:39]1COCC1. No catalyst specified. The product is [CH3:36][O:35][C:20]1[C:18]2[N:19]=[C:15]([NH:14][C:12](=[O:13])[C:11]3[CH:37]=[CH:38][C:8]([N:1]4[CH2:5][CH2:4][CH2:3][CH2:2]4)=[CH:9][C:10]=3[CH3:39])[S:16][C:17]=2[C:23]([C:24]2[N:25]=[C:26]([N:29]3[CH2:30][CH2:31][O:32][CH2:33][CH2:34]3)[S:27][CH:28]=2)=[CH:22][CH:21]=1. The yield is 0.870. (3) The reactants are [Li][CH2:2][CH2:3][CH2:4][CH3:5].[CH3:6][CH2:7][CH2:8][CH2:9][CH2:10][CH3:11].Br[C:13]1[CH:17]=[CH:16][S:15][C:14]=1[C:18]1[S:19][CH:20]=[CH:21][C:22]=1Br.Cl[Si:25](Cl)(CCCCCC)CCCCCC.[CH2:39]1[CH2:43]OCC1. No catalyst specified. The product is [CH2:2]([C:13]1[CH:17]=[CH:16][S:15](=[SiH2:25])[C:14]=1[C:18]1[S:19][CH:20]=[CH:21][C:22]=1[CH2:6][CH2:7][CH2:8][CH2:9][CH2:10][CH3:11])[CH2:3][CH2:4][CH2:5][CH2:43][CH3:39]. The yield is 0.680.